The task is: Predict the product of the given reaction.. This data is from Forward reaction prediction with 1.9M reactions from USPTO patents (1976-2016). Given the reactants [Cl:1][C:2]1[C:6]([Cl:7])=[C:5]([CH3:8])[NH:4][C:3]=1[C:9]([NH:11][C@@H:12]1[CH2:17][CH2:16][N:15]([C:18]2[S:19][C:20]([C:29]([O:31]CC)=[O:30])=[C:21]([C:23]3[O:24][C:25]([CH3:28])=[N:26][N:27]=3)[N:22]=2)[CH2:14][C@@H:13]1[O:34][CH3:35])=[O:10], predict the reaction product. The product is: [Cl:1][C:2]1[C:6]([Cl:7])=[C:5]([CH3:8])[NH:4][C:3]=1[C:9]([NH:11][C@@H:12]1[CH2:17][CH2:16][N:15]([C:18]2[S:19][C:20]([C:29]([OH:31])=[O:30])=[C:21]([C:23]3[O:24][C:25]([CH3:28])=[N:26][N:27]=3)[N:22]=2)[CH2:14][C@@H:13]1[O:34][CH3:35])=[O:10].